Dataset: Full USPTO retrosynthesis dataset with 1.9M reactions from patents (1976-2016). Task: Predict the reactants needed to synthesize the given product. (1) Given the product [F:34][C:25]([F:24])([F:33])[C:26]1[N:30]=[C:29]([CH2:31][NH:32][C:20]([C:10]2[N:11]=[N:12][C:13]([O:14][CH2:15][C:16]([F:19])([F:18])[F:17])=[C:8]([C:5]3[CH:6]=[CH:7][C:2]([Cl:1])=[CH:3][CH:4]=3)[CH:9]=2)=[O:21])[O:28][N:27]=1, predict the reactants needed to synthesize it. The reactants are: [Cl:1][C:2]1[CH:7]=[CH:6][C:5]([C:8]2[CH:9]=[C:10]([C:20](O)=[O:21])[N:11]=[N:12][C:13]=2[O:14][CH2:15][C:16]([F:19])([F:18])[F:17])=[CH:4][CH:3]=1.Cl.[F:24][C:25]([F:34])([F:33])[C:26]1[N:30]=[C:29]([CH2:31][NH2:32])[O:28][N:27]=1. (2) Given the product [NH2:9][C:3]1[N:4]=[CH:5][N:6]=[C:7]([N:10]2[CH2:14][CH2:13][CH:12]([CH2:15][NH:16][C:17](=[O:23])[CH:40]=[CH2:41])[CH2:11]2)[C:2]=1[C:28]1[CH:29]=[CH:30][C:25]([O:24][C:31]2[CH:36]=[CH:35][CH:34]=[CH:33][CH:32]=2)=[CH:26][CH:27]=1, predict the reactants needed to synthesize it. The reactants are: Cl[C:2]1[C:3]([NH2:9])=[N:4][CH:5]=[N:6][C:7]=1Cl.[NH:10]1[CH2:14][CH2:13][CH:12]([CH2:15][NH:16][C:17](=[O:23])OC(C)(C)C)[CH2:11]1.[O:24]([C:31]1[CH:36]=[CH:35][C:34](B(O)O)=[CH:33][CH:32]=1)[C:25]1[CH:30]=[CH:29][CH:28]=[CH:27][CH:26]=1.[C:40](Cl)(=O)[CH:41]=C. (3) Given the product [C:21]1([NH:24][N:25]=[C:12]2[C:6]3[CH:5]=[CH:4][CH:3]=[CH:14][C:7]=3[S:8][CH2:9][CH:10]=[CH:11]2)[CH:22]=[CH:23][CH:18]=[CH:19][CH:20]=1, predict the reactants needed to synthesize it. The reactants are: CO[C:3]1[CH:4]=[CH:5][C:6]2[C:12](=O)[CH2:11][CH2:10][CH2:9][S:8][C:7]=2[CH:14]=1.Cl.CO[C:18]1[CH:23]=[CH:22][C:21]([NH:24][NH2:25])=[CH:20][CH:19]=1. (4) The reactants are: [CH2:1]([Li])[CH2:2][CH2:3][CH3:4].[F:6][C:7]1[C:16]2[C:11](=[CH:12][CH:13]=[CH:14][CH:15]=2)[CH:10]=[CH:9][C:8]=1[C:17]([OH:19])=[O:18].[CH3:20][O:21][C:22]1[C:31]2[C:26](=[CH:27][CH:28]=[CH:29][CH:30]=2)[CH:25]=[CH:24][C:23]=1[C:32]([OH:34])=[O:33].Cl. Given the product [CH2:1]([C:7]1[C:16]2[C:11](=[CH:12][CH:13]=[CH:14][CH:15]=2)[CH:10]=[CH:9][C:8]=1[C:17]([OH:19])=[O:18])[CH2:2][CH2:3][CH3:4].[F:6][C:7]1[C:16]2[C:11](=[CH:12][CH:13]=[CH:14][CH:15]=2)[CH:10]=[CH:9][C:8]=1[C:17]([OH:19])=[O:18].[CH3:20][O:21][C:22]1[C:31]2[C:26](=[CH:27][CH:28]=[CH:29][CH:30]=2)[CH:25]=[CH:24][C:23]=1[C:32]([OH:34])=[O:33], predict the reactants needed to synthesize it. (5) Given the product [C:9]([C:7]1[CH:6]=[CH:5][C:3]2[N:4]=[C:15]([SH:20])[S:19][C:2]=2[CH:8]=1)#[CH:10], predict the reactants needed to synthesize it. The reactants are: F[C:2]1[CH:8]=[C:7]([C:9]#[C:10][Si](C)(C)C)[CH:6]=[CH:5][C:3]=1[NH2:4].[C:15]([S-:20])(=[S:19])OCC.[K+].O.Cl. (6) The reactants are: [Cl:1][C:2]1[CH:7]=[CH:6][C:5]([CH:8]([C:27]2[CH:32]=[CH:31][C:30]([Cl:33])=[CH:29][CH:28]=2)[N:9]2[CH2:14][CH2:13][N:12]([C:15]([O:17][CH:18]([C:23](OC)=[O:24])[C:19]([F:22])([F:21])[F:20])=[O:16])[CH2:11][CH2:10]2)=[CH:4][CH:3]=1.[CH3:34][NH2:35]. Given the product [Cl:1][C:2]1[CH:7]=[CH:6][C:5]([CH:8]([C:27]2[CH:28]=[CH:29][C:30]([Cl:33])=[CH:31][CH:32]=2)[N:9]2[CH2:14][CH2:13][N:12]([C:15]([O:17][CH:18]([C:23]([NH:35][CH3:34])=[O:24])[C:19]([F:20])([F:21])[F:22])=[O:16])[CH2:11][CH2:10]2)=[CH:4][CH:3]=1, predict the reactants needed to synthesize it. (7) Given the product [CH3:16][O:15][C:12]1[N:11]=[CH:10][C:9]([C:7]2[S:8][C:4]3[CH:3]=[C:2]([NH2:24])[CH:18]=[CH:17][C:5]=3[N:6]=2)=[CH:14][CH:13]=1, predict the reactants needed to synthesize it. The reactants are: Br[C:2]1[CH:18]=[CH:17][C:5]2[N:6]=[C:7]([C:9]3[CH:10]=[N:11][C:12]([O:15][CH3:16])=[CH:13][CH:14]=3)[S:8][C:4]=2[CH:3]=1.BrC1SC2C=C(OC)C=CC=2[N:24]=1.FC1C=CC(B(O)O)=CN=1.